From a dataset of Forward reaction prediction with 1.9M reactions from USPTO patents (1976-2016). Predict the product of the given reaction. Given the reactants [CH2:1]([O:4][C:5]1[CH:6]=[CH:7][CH:8]=[C:9]2[C:14]=1[CH2:13][N:12]([CH:15]([C:22]1[CH:27]=[CH:26][CH:25]=[CH:24][CH:23]=1)[C:16]1[CH:21]=[CH:20][CH:19]=[CH:18][CH:17]=1)[C@@H:11]([C@@H:28]([OH:40])[C@@H:29]([NH2:39])[CH2:30][C:31]1[CH:36]=[C:35]([F:37])[CH:34]=[C:33]([F:38])[CH:32]=1)[CH2:10]2)[CH:2]=[CH2:3].[C:41](=O)([O-])[O-:42].[K+].[K+].C(Br)C=C.C(OCC)(=O)C, predict the reaction product. The product is: [F:38][C:33]1[CH:32]=[C:31]([CH:36]=[C:35]([F:37])[CH:34]=1)[CH2:30][C@H:29]1[C@@H:28]([C@H:11]2[CH2:10][C:9]3[C:14](=[C:5]([O:4][CH2:1][CH:2]=[CH2:3])[CH:6]=[CH:7][CH:8]=3)[CH2:13][N:12]2[CH:15]([C:16]2[CH:17]=[CH:18][CH:19]=[CH:20][CH:21]=2)[C:22]2[CH:27]=[CH:26][CH:25]=[CH:24][CH:23]=2)[O:40][C:41](=[O:42])[NH:39]1.